Dataset: Peptide-MHC class I binding affinity with 185,985 pairs from IEDB/IMGT. Task: Regression. Given a peptide amino acid sequence and an MHC pseudo amino acid sequence, predict their binding affinity value. This is MHC class I binding data. (1) The peptide sequence is VLAARLKRSA. The MHC is HLA-A02:03 with pseudo-sequence HLA-A02:03. The binding affinity (normalized) is 0.561. (2) The peptide sequence is HEEFTTNYL. The MHC is HLA-A02:03 with pseudo-sequence HLA-A02:03. The binding affinity (normalized) is 0.0847.